The task is: Predict which catalyst facilitates the given reaction.. This data is from Catalyst prediction with 721,799 reactions and 888 catalyst types from USPTO. (1) Reactant: [F:1][C:2]1[CH:7]=[CH:6][CH:5]=[C:4]([F:8])[C:3]=1[N:9]1[C:14]2[N:15]=[C:16]([NH:28][CH2:29][CH2:30][N:31]([CH3:33])[CH3:32])[N:17]=[C:18]([C:19]3[CH:20]=[C:21]([CH:25]=[CH:26][CH:27]=3)[C:22]([OH:24])=O)[C:13]=2[CH2:12][NH:11][C:10]1=[O:34].CN.[CH3:37][N:38](C(ON1N=NC2C=CC=NC1=2)=[N+](C)C)C.F[P-](F)(F)(F)(F)F.C(N(C(C)C)CC)(C)C. Product: [F:1][C:2]1[CH:7]=[CH:6][CH:5]=[C:4]([F:8])[C:3]=1[N:9]1[C:14]2[N:15]=[C:16]([NH:28][CH2:29][CH2:30][N:31]([CH3:33])[CH3:32])[N:17]=[C:18]([C:19]3[CH:20]=[C:21]([CH:25]=[CH:26][CH:27]=3)[C:22]([NH:38][CH3:37])=[O:24])[C:13]=2[CH2:12][NH:11][C:10]1=[O:34]. The catalyst class is: 34. (2) Reactant: [N+:1]([C:4]1[CH:9]=[CH:8][CH:7]=[CH:6][C:5]=1[OH:10])([O-:3])=[O:2].C1(P(C2C=CC=CC=2)C2C=CC=CC=2)C=CC=CC=1.[CH2:30](O)[C:31]1[CH:36]=[CH:35][CH:34]=[CH:33][CH:32]=1.[N:38](C(OCC)=O)=NC(OCC)=O. Product: [CH2:30]([O:10][C:5]1[CH:6]=[CH:7][C:8]([NH2:38])=[CH:9][C:4]=1[N+:1]([O-:3])=[O:2])[C:31]1[CH:36]=[CH:35][CH:34]=[CH:33][CH:32]=1. The catalyst class is: 4. (3) Reactant: [H-].[Na+].[F:3][C:4]1[C:9]([F:10])=[CH:8][CH:7]=[CH:6][C:5]=1[CH2:11][C:12]#[N:13].Br[CH2:15][CH2:16][CH2:17][C:18]([O:20][CH2:21][CH3:22])=[O:19].O. Product: [C:12]([CH:11]([C:5]1[CH:6]=[CH:7][CH:8]=[C:9]([F:10])[C:4]=1[F:3])[CH2:15][CH2:16][CH2:17][C:18]([O:20][CH2:21][CH3:22])=[O:19])#[N:13]. The catalyst class is: 9. (4) Reactant: C(N(CC)C(C)C)(C)C.CN(C(ON1N=NC2C=CC=NC1=2)=[N+](C)C)C.F[P-](F)(F)(F)(F)F.[Cl:34][C:35]1[CH:36]=[C:37]([CH:54]=[CH:55][CH:56]=1)[CH2:38][NH:39][C:40]1[N:53]=[C:43]2[C:44]([O:51][CH3:52])=[CH:45][C:46]([C:48]([OH:50])=O)=[CH:47][N:42]2[N:41]=1.[CH3:57][C:58]1([CH3:68])[CH2:63][NH:62][CH:61]([C:64]2([OH:67])[CH2:66][CH2:65]2)[CH2:60][O:59]1. Product: [Cl:34][C:35]1[CH:36]=[C:37]([CH:54]=[CH:55][CH:56]=1)[CH2:38][NH:39][C:40]1[N:53]=[C:43]2[C:44]([O:51][CH3:52])=[CH:45][C:46]([C:48]([N:62]3[CH:61]([C:64]4([OH:67])[CH2:65][CH2:66]4)[CH2:60][O:59][C:58]([CH3:68])([CH3:57])[CH2:63]3)=[O:50])=[CH:47][N:42]2[N:41]=1. The catalyst class is: 9. (5) Reactant: [N:1]1[C:8]([Cl:9])=[N:7][C:5](Cl)=[N:4][C:2]=1[Cl:3].[NH:10]1[CH2:15][CH2:14][O:13][CH2:12][CH2:11]1.O. Product: [Cl:9][C:8]1[N:1]=[C:2]([Cl:3])[N:4]=[C:5]([N:10]2[CH2:15][CH2:14][O:13][CH2:12][CH2:11]2)[N:7]=1. The catalyst class is: 2. (6) Reactant: [CH3:1][O:2][C:3]([CH2:5][C:6](=O)[CH:7]([O:9][C:10]([C:12]1[CH:17]=[CH:16][C:15]([C:18]2[CH:23]=[CH:22][CH:21]=[CH:20][CH:19]=2)=[CH:14][CH:13]=1)=[O:11])[CH3:8])=[O:4].C([O-])(=O)C.[NH4+:29]. Product: [NH2:29][C:6](=[CH:5][C:3]([O:2][CH3:1])=[O:4])[CH:7]([O:9][C:10]([C:12]1[CH:17]=[CH:16][C:15]([C:18]2[CH:23]=[CH:22][CH:21]=[CH:20][CH:19]=2)=[CH:14][CH:13]=1)=[O:11])[CH3:8]. The catalyst class is: 8. (7) The catalyst class is: 118. Product: [CH2:1]([O:8][C:9](=[O:17])[N:10]([CH:11]([CH2:14][O:15][CH3:16])[CH2:12][CH3:13])[CH3:18])[C:2]1[CH:7]=[CH:6][CH:5]=[CH:4][CH:3]=1. Reactant: [CH2:1]([O:8][C:9](=[O:17])[NH:10][CH:11]([CH2:14][O:15][CH3:16])[CH2:12][CH3:13])[C:2]1[CH:7]=[CH:6][CH:5]=[CH:4][CH:3]=1.[CH3:18]I.[H-].[Na+]. (8) The catalyst class is: 512. Product: [OH-:5].[NH4+:8].[NH2:8][C@@H:9]([CH:53]([CH3:55])[CH3:54])[C:10]([O:12][CH2:13][C:14]([N:16]1[CH2:21][CH2:20][N:19]([CH2:22][C:23]2[CH:24]=[N:25][C:26]([C:29]3[S:37][C:36]4[C:31](=[N:32][CH:33]=[CH:34][C:35]=4[O:38][C:39]4[CH:44]=[CH:43][C:42]([NH:45][C:46]([NH:48][CH:49]5[CH2:50][CH2:51]5)=[O:47])=[CH:41][C:40]=4[F:52])[CH:30]=3)=[CH:27][CH:28]=2)[CH2:18][CH2:17]1)=[O:15])=[O:11]. Reactant: C([O:5]C([NH:8][C@@H:9]([CH:53]([CH3:55])[CH3:54])[C:10]([O:12][CH2:13][C:14]([N:16]1[CH2:21][CH2:20][N:19]([CH2:22][C:23]2[CH:24]=[N:25][C:26]([C:29]3[S:37][C:36]4[C:31](=[N:32][CH:33]=[CH:34][C:35]=4[O:38][C:39]4[CH:44]=[CH:43][C:42]([NH:45][C:46]([NH:48][CH:49]5[CH2:51][CH2:50]5)=[O:47])=[CH:41][C:40]=4[F:52])[CH:30]=3)=[CH:27][CH:28]=2)[CH2:18][CH2:17]1)=[O:15])=[O:11])=O)(C)(C)C.Cl. (9) Reactant: C([O:3][C@@H:4]1[CH2:21][CH2:20][C@@:19]2([CH3:22])[CH:6]([C:7](=[O:24])[CH2:8][C@@H:9]3[C@@H:18]2[CH2:17][CH2:16][C@@:14]2([CH3:15])[C@H:10]3[CH2:11][CH2:12][C:13]2=[O:23])[CH2:5]1)=O.C([O-])([O-])=O.[K+].[K+].Cl. Product: [OH:3][C@@H:4]1[CH2:21][CH2:20][C@@:19]2([CH3:22])[CH:6]([C:7](=[O:24])[CH2:8][C@@H:9]3[C@@H:18]2[CH2:17][CH2:16][C@@:14]2([CH3:15])[C@H:10]3[CH2:11][CH2:12][C:13]2=[O:23])[CH2:5]1. The catalyst class is: 5.